Dataset: Full USPTO retrosynthesis dataset with 1.9M reactions from patents (1976-2016). Task: Predict the reactants needed to synthesize the given product. (1) The reactants are: [C:9](O[C:9]([O:11][C:12]([CH3:15])([CH3:14])[CH3:13])=[O:10])([O:11][C:12]([CH3:15])([CH3:14])[CH3:13])=[O:10].[CH2:16]([NH:18][CH2:19][CH2:20][OH:21])[CH3:17]. Given the product [OH:21][CH2:20][CH2:19][N:18]([CH2:16][CH3:17])[C:9](=[O:10])[O:11][C:12]([CH3:13])([CH3:14])[CH3:15], predict the reactants needed to synthesize it. (2) Given the product [O:26]1[C:30]2[CH:31]=[CH:32][C:33]([NH:35][C:2]3[C:11]4=[N:12][NH:13][CH:14]=[C:10]4[C:9]4[CH:8]=[CH:7][CH:6]=[C:5]([O:24][CH3:25])[C:4]=4[N:3]=3)=[CH:34][C:29]=2[O:28][CH2:27]1, predict the reactants needed to synthesize it. The reactants are: Cl[C:2]1[C:11]2=[N:12][N:13](CC3C=CC(OC)=CC=3)[CH:14]=[C:10]2[C:9]2[CH:8]=[CH:7][CH:6]=[C:5]([O:24][CH3:25])[C:4]=2[N:3]=1.[O:26]1[C:30]2[CH:31]=[CH:32][C:33]([NH2:35])=[CH:34][C:29]=2[O:28][CH2:27]1.Cl. (3) The reactants are: [N+:1]([C:4]1[CH:5]=[C:6]([NH:10][C:11]2[N:16]=[C:15]([C:17]3[CH:18]=[N:19][CH:20]=[CH:21][CH:22]=3)[CH:14]=[CH:13][N:12]=2)[CH:7]=[CH:8][CH:9]=1)([O-])=O.Cl[Sn]Cl.O. Given the product [N:19]1[CH:20]=[CH:21][CH:22]=[C:17]([C:15]2[CH:14]=[CH:13][N:12]=[C:11]([NH:10][C:6]3[CH:7]=[CH:8][CH:9]=[C:4]([NH2:1])[CH:5]=3)[N:16]=2)[CH:18]=1, predict the reactants needed to synthesize it. (4) Given the product [Cl:1][C:2]1[N:7]=[CH:6][C:5]2[C:8]([N:16]3[CH2:21][CH2:20][O:19][C@@H:18]([CH2:22][OH:23])[CH2:17]3)=[N:9][N:10]([CH:11]([CH3:13])[CH3:12])[C:4]=2[CH:3]=1, predict the reactants needed to synthesize it. The reactants are: [Cl:1][C:2]1[N:7]=[CH:6][C:5]2[C:8](I)=[N:9][N:10]([CH:11]([CH3:13])[CH3:12])[C:4]=2[CH:3]=1.Cl.[NH:16]1[CH2:21][CH2:20][O:19][C@@H:18]([CH2:22][OH:23])[CH2:17]1.N1CCC[C@H]1C(O)=O.C(=O)([O-])[O-].[K+].[K+].